From a dataset of Forward reaction prediction with 1.9M reactions from USPTO patents (1976-2016). Predict the product of the given reaction. (1) Given the reactants Cl.C(CCP(CCC(O)=O)CCC(O)=O)(O)=O.[CH3:18][N:19]([CH2:33][C:34]([CH3:39])([S:36]SC)[CH3:35])[CH2:20][CH2:21][O:22][C:23]1[CH:28]=[C:27]([CH2:29][OH:30])[N:26]=[C:25]([CH2:31][OH:32])[CH:24]=1, predict the reaction product. The product is: [SH:36][C:34]([CH3:39])([CH3:35])[CH2:33][N:19]([CH3:18])[CH2:20][CH2:21][O:22][C:23]1[CH:24]=[C:25]([CH2:31][OH:32])[N:26]=[C:27]([CH2:29][OH:30])[CH:28]=1. (2) Given the reactants [C:1]1([CH:7]([C:20]2[CH:25]=[CH:24][CH:23]=[CH:22][CH:21]=2)[CH2:8][CH2:9][NH:10][C:11](=[O:19])[C:12]2[CH:17]=[CH:16][C:15]([OH:18])=[N:14][CH:13]=2)[CH:6]=[CH:5][CH:4]=[CH:3][CH:2]=1.Cl[CH2:27][CH2:28][N:29]1[CH2:34][CH2:33][O:32][CH2:31][CH2:30]1, predict the reaction product. The product is: [C:20]1([CH:7]([C:1]2[CH:2]=[CH:3][CH:4]=[CH:5][CH:6]=2)[CH2:8][CH2:9][NH:10][C:11]([C:12]2[CH:17]=[CH:16][C:15](=[O:18])[N:14]([CH2:27][CH2:28][N:29]3[CH2:34][CH2:33][O:32][CH2:31][CH2:30]3)[CH:13]=2)=[O:19])[CH:25]=[CH:24][CH:23]=[CH:22][CH:21]=1. (3) Given the reactants Cl[CH2:2][C:3]1[CH:22]=[CH:21][C:6]([O:7][CH2:8][C:9]2[N:10]=[C:11]([C:15]3[CH:20]=[CH:19][CH:18]=[CH:17][CH:16]=3)[O:12][C:13]=2[CH3:14])=[CH:5][CH:4]=1.[CH2:23]([O:25][C:26]1[CH:31]=[CH:30][C:29]([OH:32])=[CH:28][C:27]=1[CH2:33][CH2:34][C:35]([O:37][CH2:38][CH3:39])=[O:36])[CH3:24].C(=O)([O-])[O-].[K+].[K+].CN(C)C=O, predict the reaction product. The product is: [CH2:23]([O:25][C:26]1[CH:31]=[CH:30][C:29]([O:32][CH2:2][C:3]2[CH:22]=[CH:21][C:6]([O:7][CH2:8][C:9]3[N:10]=[C:11]([C:15]4[CH:20]=[CH:19][CH:18]=[CH:17][CH:16]=4)[O:12][C:13]=3[CH3:14])=[CH:5][CH:4]=2)=[CH:28][C:27]=1[CH2:33][CH2:34][C:35]([O:37][CH2:38][CH3:39])=[O:36])[CH3:24]. (4) Given the reactants Cl[C:2]1[N:7]=[C:6]([N:8]2[CH2:13][CH2:12][O:11][CH2:10][CH2:9]2)[N:5]=[C:4]([N:14]2[CH2:20][C:16]3([CH2:19][O:18][CH2:17]3)[CH2:15]2)[CH:3]=1.[NH2:21][C:22]1[N:27]=[CH:26][C:25](B2OC(C)(C)C(C)(C)O2)=[CH:24][N:23]=1, predict the reaction product. The product is: [O:11]1[CH2:12][CH2:13][N:8]([C:6]2[N:7]=[C:2]([C:25]3[CH:24]=[N:23][C:22]([NH2:21])=[N:27][CH:26]=3)[CH:3]=[C:4]([N:14]3[CH2:20][C:16]4([CH2:19][O:18][CH2:17]4)[CH2:15]3)[N:5]=2)[CH2:9][CH2:10]1. (5) Given the reactants C[O:2][C:3]([C:5]1[C:6]2[C:20]([CH3:21])=[N:19][NH:18][C:7]=2[N:8]=[C:9]([C:11]2[CH:16]=[CH:15][C:14]([OH:17])=[CH:13][CH:12]=2)[CH:10]=1)=[O:4].[OH-:22].[Na+].Cl, predict the reaction product. The product is: [OH:17][C:14]1[CH:15]=[CH:16][C:11]([C:9]2[CH:10]=[C:5]([C:3]([OH:2])=[O:4])[C:6]3[C:20]([CH3:21])=[N:19][N:18]([CH:7]4[CH2:6][CH2:5][CH2:10][CH2:9][O:22]4)[C:7]=3[N:8]=2)=[CH:12][CH:13]=1. (6) The product is: [NH2:6][C:3](=[C:2]([N:1]=[CH:14][C:15]1[CH:22]=[CH:21][C:18]([CH3:19])=[CH:17][CH:16]=1)[C:7]#[N:8])[C:4]#[N:5]. Given the reactants [NH2:1]/[C:2](/[C:7]#[N:8])=[C:3](\[NH2:6])/[C:4]#[N:5].S(=O)(=O)(O)O.[CH3:14][C:15]1[CH:22]=[CH:21][C:18]([CH:19]=O)=[CH:17][CH:16]=1, predict the reaction product. (7) Given the reactants Br[C:2]1[CH:7]=[CH:6][C:5]([C:8]2[C:19](=[O:20])[N:18]([CH2:21][CH3:22])[C:11]3[N:12]=[C:13]([S:16][CH3:17])[N:14]=[CH:15][C:10]=3[CH:9]=2)=[C:4]([Cl:23])[CH:3]=1.[CH3:24][N:25](C=O)C, predict the reaction product. The product is: [Cl:23][C:4]1[CH:3]=[C:2]([CH:7]=[CH:6][C:5]=1[C:8]1[C:19](=[O:20])[N:18]([CH2:21][CH3:22])[C:11]2[N:12]=[C:13]([S:16][CH3:17])[N:14]=[CH:15][C:10]=2[CH:9]=1)[C:24]#[N:25]. (8) Given the reactants [CH:1]1([N:4]2[C:13]3[C:8](=[CH:9][C:10]([F:24])=[C:11]([N:18]4[CH2:23][CH2:22][NH:21][CH2:20][CH2:19]4)[C:12]=3[O:14][CH:15]([F:17])[F:16])[C:7](=[O:25])[C:6]([C:26]([O:28]CC)=O)=[C:5]2[SH:31])[CH2:3][CH2:2]1.[CH:32]1([N:35]2C3C(=CC(F)=C(F)C=3OC)C(=O)C3C(O)=C(C#N)SC2=3)C[CH2:33]1, predict the reaction product. The product is: [CH:1]1([N:4]2[C:13]3[C:8](=[CH:9][C:10]([F:24])=[C:11]([N:18]4[CH2:23][CH2:22][NH:21][CH2:20][CH2:19]4)[C:12]=3[O:14][CH:15]([F:17])[F:16])[C:7](=[O:25])[C:6]3[C:26]([OH:28])=[C:33]([C:32]#[N:35])[S:31][C:5]2=3)[CH2:2][CH2:3]1.